From a dataset of Reaction yield outcomes from USPTO patents with 853,638 reactions. Predict the reaction yield, written as a fraction of the theoretical maximum amount of product (1.0 means a 100% yield; for example, 0.34 means a 34% yield). (1) The reactants are [Cl:1][C:2]1[CH:7]=[C:6]([C:8]([F:11])([F:10])[F:9])[CH:5]=[C:4]([Cl:12])[C:3]=1[C:13]1[CH:18]=[CH:17][C:16]([CH3:19])=[CH:15][CH:14]=1.[Cl:20][S:21](O)(=[O:23])=[O:22]. The catalyst is C(Cl)(Cl)Cl. The product is [Cl:1][C:2]1[CH:7]=[C:6]([C:8]([F:9])([F:10])[F:11])[CH:5]=[C:4]([Cl:12])[C:3]=1[C:13]1[CH:18]=[CH:17][C:16]([CH3:19])=[C:15]([S:21]([Cl:20])(=[O:23])=[O:22])[CH:14]=1. The yield is 0.810. (2) The reactants are [CH2:1]([CH:4]1[CH2:8][NH:7][C:6](=[O:9])[CH2:5]1)[CH2:2][CH3:3].[H-].[Na+].[Br:12][C:13]1[C:14]([CH2:31]Cl)=[C:15]2[N:21]=[CH:20][N:19]([CH2:22][C:23]3[CH:28]=[CH:27][C:26]([O:29][CH3:30])=[CH:25][CH:24]=3)[C:16]2=[N:17][CH:18]=1. The catalyst is CN(C=O)C.[Br-].C([N+](CCCC)(CCCC)CCCC)CCC. The product is [Br:12][C:13]1[C:14]([CH2:31][N:7]2[CH2:8][CH:4]([CH2:1][CH2:2][CH3:3])[CH2:5][C:6]2=[O:9])=[C:15]2[N:21]=[CH:20][N:19]([CH2:22][C:23]3[CH:28]=[CH:27][C:26]([O:29][CH3:30])=[CH:25][CH:24]=3)[C:16]2=[N:17][CH:18]=1. The yield is 0.650. (3) The reactants are [OH:1][C:2]1[CH:3]=[C:4]([C:8]2[CH:9]=[CH:10][C:11]3[N:17]4[CH2:18][C@H:14]([CH2:15][CH2:16]4)[N:13]([C:19]([NH:21][C:22]4[CH:27]=[CH:26][CH:25]=[CH:24][N:23]=4)=[O:20])[C:12]=3[N:28]=2)[CH:5]=[CH:6][CH:7]=1.[H-].[Na+].Cl[CH2:32][C@@H:33]1[CH2:37][O:36]C(C)(C)[O:34]1. The catalyst is CN(C=O)C.CCOC(C)=O. The product is [OH:34][C@@H:33]([CH2:37][OH:36])[CH2:32][O:1][C:2]1[CH:3]=[C:4]([C:8]2[CH:9]=[CH:10][C:11]3[N:17]4[CH2:18][C@H:14]([CH2:15][CH2:16]4)[N:13]([C:19]([NH:21][C:22]4[CH:27]=[CH:26][CH:25]=[CH:24][N:23]=4)=[O:20])[C:12]=3[N:28]=2)[CH:5]=[CH:6][CH:7]=1. The yield is 0.330. (4) The reactants are [ClH:1].[CH3:2][O:3][C:4]1[CH:9]=[CH:8][C:7]([C:10]2[CH2:11][CH2:12][CH2:13][CH2:14][NH:15][CH:16]=2)=[CH:6][CH:5]=1. The catalyst is CO.[Pd]. The product is [ClH:1].[CH3:2][O:3][C:4]1[CH:5]=[CH:6][C:7]([CH:10]2[CH2:11][CH2:12][CH2:13][CH2:14][NH:15][CH2:16]2)=[CH:8][CH:9]=1. The yield is 0.570.